From a dataset of Reaction yield outcomes from USPTO patents with 853,638 reactions. Predict the reaction yield, written as a fraction of the theoretical maximum amount of product (1.0 means a 100% yield; for example, 0.34 means a 34% yield). (1) The reactants are B(Br)(Br)Br.C[O:6][C:7]1[C:12]2[C:13]([CH3:27])=[C:14]([CH2:16][C:17]3[CH:22]=[CH:21][CH:20]=[C:19]([C:23]([F:26])([F:25])[F:24])[CH:18]=3)[O:15][C:11]=2[CH:10]=[CH:9][CH:8]=1.C(=O)(O)[O-].[Na+]. The catalyst is C(Cl)Cl. The product is [CH3:27][C:13]1[C:12]2=[C:7]([OH:6])[CH:8]=[CH:9][CH:10]=[C:11]2[O:15][C:14]=1[CH2:16][C:17]1[CH:22]=[CH:21][CH:20]=[C:19]([C:23]([F:26])([F:24])[F:25])[CH:18]=1. The yield is 0.960. (2) The reactants are Cl[C:2]1[N:7]=[C:6]([CH3:8])[C:5]([S:9]([N:12]([CH2:15][CH3:16])[CH2:13][CH3:14])(=[O:11])=[O:10])=[CH:4][CH:3]=1.[NH2:17][NH2:18]. The catalyst is CCO. The product is [CH2:13]([N:12]([CH2:15][CH3:16])[S:9]([C:5]1[C:6]([CH3:8])=[N:7][C:2]([NH:17][NH2:18])=[CH:3][CH:4]=1)(=[O:11])=[O:10])[CH3:14]. The yield is 0.910. (3) The reactants are C[O:2][C:3]1[CH:4]=[C:5]2[C:9](=[CH:10][CH:11]=1)[C@H:8]([C@H:12]([CH2:17][CH3:18])[C:13]([O:15][CH3:16])=[O:14])[CH2:7][CH2:6]2.[Al+3].[Cl-].[Cl-].[Cl-].CCS. The catalyst is C(Cl)Cl. The product is [OH:2][C:3]1[CH:4]=[C:5]2[C:9](=[CH:10][CH:11]=1)[C@H:8]([C@H:12]([CH2:17][CH3:18])[C:13]([O:15][CH3:16])=[O:14])[CH2:7][CH2:6]2. The yield is 0.980. (4) The reactants are [F:1][C:2]1[CH:17]=[CH:16][C:5]2[N:6]([CH2:11][C@H:12]([CH3:15])[CH2:13]I)[C:7](=[O:10])[CH2:8][O:9][C:4]=2[CH:3]=1.[CH:18](=[C:22]1[CH2:27][CH2:26][NH:25][CH2:24][CH2:23]1)[CH2:19][CH2:20][CH3:21]. The catalyst is CCCCCCC.CCOC(C)=O. The product is [CH:18](=[C:22]1[CH2:27][CH2:26][N:25]([CH2:13][C@@H:12]([CH3:15])[CH2:11][N:6]2[C:5]3[CH:16]=[CH:17][C:2]([F:1])=[CH:3][C:4]=3[O:9][CH2:8][C:7]2=[O:10])[CH2:24][CH2:23]1)[CH2:19][CH2:20][CH3:21]. The yield is 0.730.